Dataset: Reaction yield outcomes from USPTO patents with 853,638 reactions. Task: Predict the reaction yield, written as a fraction of the theoretical maximum amount of product (1.0 means a 100% yield; for example, 0.34 means a 34% yield). (1) The catalyst is C(O)C.C(O)(=O)C. The reactants are [Na].[CH:2]([CH:4]([CH2:7][C:8]#[N:9])[C:5]#[N:6])=O.[C:10]([NH2:14])([CH3:13])([CH3:12])[CH3:11].[OH-].[K+]. The yield is 0.630. The product is [NH2:9][C:8]1[N:14]([C:10]([CH3:13])([CH3:12])[CH3:11])[CH:2]=[C:4]([C:5]#[N:6])[CH:7]=1. (2) The reactants are [Cl:1][C:2]1[CH:3]=[C:4]([C:15](=O)[CH2:16][CH2:17][C:18]([OH:20])=O)[CH:5]=[CH:6][C:7]=1[O:8][CH2:9][C:10]([O:12][CH2:13][CH3:14])=[O:11].O.[NH2:23][NH2:24].C(OCC)(=O)C. The catalyst is C(O)C. The product is [Cl:1][C:2]1[CH:3]=[C:4]([C:15]2[CH2:16][CH2:17][C:18](=[O:20])[NH:23][N:24]=2)[CH:5]=[CH:6][C:7]=1[O:8][CH2:9][C:10]([O:12][CH2:13][CH3:14])=[O:11]. The yield is 0.820. (3) The reactants are [CH3:1][C:2]1[CH:23]=[C:22]([N+:24]([O-])=O)[CH:21]=[CH:20][C:3]=1[O:4][C:5]1[CH:10]=[CH:9][N:8]=[C:7]([NH:11][C:12]([N:14]2[CH2:19][CH2:18][O:17][CH2:16][CH2:15]2)=[O:13])[CH:6]=1.[Cl-].[NH4+].O. The catalyst is C(O)C.C(OCC)(=O)C.C(OCC)C.[Fe]. The product is [NH2:24][C:22]1[CH:21]=[CH:20][C:3]([O:4][C:5]2[CH:10]=[CH:9][N:8]=[C:7]([NH:11][C:12]([N:14]3[CH2:19][CH2:18][O:17][CH2:16][CH2:15]3)=[O:13])[CH:6]=2)=[C:2]([CH3:1])[CH:23]=1. The yield is 0.261. (4) The product is [CH2:13]([C:17]1[N:18]=[C:19]([CH:48]2[CH2:49][CH2:50]2)[N:20]([C:39]2[CH:40]=[CH:41][C:42]3[O:46][CH2:45][CH2:44][C:43]=3[CH:47]=2)[C:21](=[O:38])[C:22]=1[CH2:23][C:24]1[CH:29]=[CH:28][C:27]([C:30]2[CH:35]=[CH:34][CH:33]=[CH:32][C:31]=2[C:36]2[NH:3][C:4](=[O:7])[O:5][N:37]=2)=[CH:26][CH:25]=1)[CH2:14][CH2:15][CH3:16]. The reactants are [Cl-].O[NH3+:3].[C:4](=[O:7])([O-])[OH:5].[Na+].CS(C)=O.[CH2:13]([C:17]1[N:18]=[C:19]([CH:48]2[CH2:50][CH2:49]2)[N:20]([C:39]2[CH:40]=[CH:41][C:42]3[O:46][CH2:45][CH2:44][C:43]=3[CH:47]=2)[C:21](=[O:38])[C:22]=1[CH2:23][C:24]1[CH:29]=[CH:28][C:27]([C:30]2[C:31]([C:36]#[N:37])=[CH:32][CH:33]=[CH:34][CH:35]=2)=[CH:26][CH:25]=1)[CH2:14][CH2:15][CH3:16]. The yield is 0.830. The catalyst is C(OCC)(=O)C. (5) The catalyst is CS(C)=O. The yield is 0.950. The reactants are Cl[CH2:2][C:3]1[CH:13]=[CH:12][C:6]2[O:7][C:8]([F:11])([F:10])[O:9][C:5]=2[CH:4]=1.[C-:14]#[N:15].[Na+].O.CC(OC)(C)C. The product is [F:10][C:8]1([F:11])[O:7][C:6]2[CH:12]=[CH:13][C:3]([CH2:2][C:14]#[N:15])=[CH:4][C:5]=2[O:9]1.